This data is from Catalyst prediction with 721,799 reactions and 888 catalyst types from USPTO. The task is: Predict which catalyst facilitates the given reaction. Reactant: [CH2:1]([C@@H:4]1[CH2:9][C@H:8]([C:10]2[CH:15]=[CH:14][CH:13]=[C:12]([Cl:16])[CH:11]=2)[C@@H:7]([C:17]2[CH:22]=[CH:21][C:20]([Cl:23])=[CH:19][CH:18]=2)[N:6]([C@@H:24]([CH2:27][CH3:28])[CH2:25][OH:26])[C:5]1=[O:29])[CH:2]=[CH2:3].O.CC(OI1(OC(C)=O)(OC(C)=O)OC(=O)C2C=CC=CC1=2)=O. Product: [CH2:1]([C@@H:4]1[CH2:9][C@H:8]([C:10]2[CH:15]=[CH:14][CH:13]=[C:12]([Cl:16])[CH:11]=2)[C@@H:7]([C:17]2[CH:18]=[CH:19][C:20]([Cl:23])=[CH:21][CH:22]=2)[N:6]([C@@H:24]([CH2:27][CH3:28])[CH:25]=[O:26])[C:5]1=[O:29])[CH:2]=[CH2:3]. The catalyst class is: 2.